The task is: Predict the reactants needed to synthesize the given product.. This data is from Retrosynthesis with 50K atom-mapped reactions and 10 reaction types from USPTO. Given the product CCn1c(=O)n(-c2ccc(O)cc2)c2ncc(Cl)cc21, predict the reactants needed to synthesize it. The reactants are: CCn1c(=O)n(-c2ccc(OCc3ccccc3)cc2)c2ncc(Cl)cc21.